The task is: Predict which catalyst facilitates the given reaction.. This data is from Catalyst prediction with 721,799 reactions and 888 catalyst types from USPTO. (1) Reactant: [NH2:1][C:2]1[CH:7]=[C:6]([N:8]2[CH2:14][CH2:13][CH2:12][N:11]([CH3:15])[CH2:10][CH2:9]2)[C:5]([F:16])=[CH:4][C:3]=1[NH-:17].[O:18]=[C:19]1[C:31]2[CH:30]=[CH:29][CH:28]=[C:27]([C:32](O)=O)[C:26]=2[C:25]2[C:20]1=[CH:21][CH:22]=[CH:23][CH:24]=2. Product: [F:16][C:5]1[C:6]([N:8]2[CH2:14][CH2:13][CH2:12][N:11]([CH3:15])[CH2:10][CH2:9]2)=[CH:7][C:2]2[NH:1][C:32]([C:27]3[C:26]4[C:25]5[C:20](=[CH:21][CH:22]=[CH:23][CH:24]=5)[C:19](=[O:18])[C:31]=4[CH:30]=[CH:29][CH:28]=3)=[N:17][C:3]=2[CH:4]=1. The catalyst class is: 15. (2) Product: [CH2:1]([S:3][C:4]1[CH:9]=[CH:8][CH:7]=[CH:6][C:5]=1[C:10]1[N:24]([CH3:25])[C:13]2=[N:14][CH:15]=[C:16]([CH:18]([OH:23])[C:19]([F:22])([F:21])[F:20])[CH:17]=[C:12]2[N:11]=1)[CH3:2]. Reactant: [CH2:1]([S:3][C:4]1[CH:9]=[CH:8][CH:7]=[CH:6][C:5]=1[C:10]1[N:24]([CH3:25])[C:13]2=[N:14][CH:15]=[C:16]([C:18](=[O:23])[C:19]([F:22])([F:21])[F:20])[CH:17]=[C:12]2[N:11]=1)[CH3:2].CO.[BH4-].[Na+].[OH-].[Na+]. The catalyst class is: 1. (3) Reactant: [F:1][C:2]1[CH:7]=[CH:6][CH:5]=[CH:4][C:3]=1[CH2:8][O:9][C:10]1[CH:11]=[C:12]([C@H:16]2[CH2:20][CH2:19][C@:18]3([CH2:24][CH2:23][NH:22][C:21]3=[O:25])[N:17]2[C:26]([O:28][C:29]([CH3:32])([CH3:31])[CH3:30])=[O:27])[CH:13]=[CH:14][CH:15]=1.[H-].[Na+].[CH3:35]I. Product: [F:1][C:2]1[CH:7]=[CH:6][CH:5]=[CH:4][C:3]=1[CH2:8][O:9][C:10]1[CH:11]=[C:12]([C@H:16]2[CH2:20][CH2:19][C@:18]3([CH2:24][CH2:23][N:22]([CH3:35])[C:21]3=[O:25])[N:17]2[C:26]([O:28][C:29]([CH3:32])([CH3:31])[CH3:30])=[O:27])[CH:13]=[CH:14][CH:15]=1. The catalyst class is: 3. (4) Reactant: [CH:1]1([CH:7]=[C:8]([C:19]2[NH:29][C:22]3=[N:23][CH:24]=[C:25]([O:27][CH3:28])[CH:26]=[C:21]3[CH:20]=2)[C:9]2[CH:14]=[CH:13][C:12]([S:15]([CH3:18])(=[O:17])=[O:16])=[CH:11][CH:10]=2)[CH2:6][CH2:5][CH2:4][CH2:3][CH2:2]1. Product: [CH:1]1([CH2:7][CH:8]([C:19]2[NH:29][C:22]3=[N:23][CH:24]=[C:25]([O:27][CH3:28])[CH:26]=[C:21]3[CH:20]=2)[C:9]2[CH:14]=[CH:13][C:12]([S:15]([CH3:18])(=[O:17])=[O:16])=[CH:11][CH:10]=2)[CH2:6][CH2:5][CH2:4][CH2:3][CH2:2]1. The catalyst class is: 43.